From a dataset of NCI-60 drug combinations with 297,098 pairs across 59 cell lines. Regression. Given two drug SMILES strings and cell line genomic features, predict the synergy score measuring deviation from expected non-interaction effect. (1) Drug 1: COC1=NC(=NC2=C1N=CN2C3C(C(C(O3)CO)O)O)N. Drug 2: COCCOC1=C(C=C2C(=C1)C(=NC=N2)NC3=CC=CC(=C3)C#C)OCCOC.Cl. Cell line: MOLT-4. Synergy scores: CSS=55.0, Synergy_ZIP=-2.17, Synergy_Bliss=-5.02, Synergy_Loewe=-13.0, Synergy_HSA=-5.62. (2) Drug 1: CNC(=O)C1=CC=CC=C1SC2=CC3=C(C=C2)C(=NN3)C=CC4=CC=CC=N4. Drug 2: CC12CCC3C(C1CCC2OP(=O)(O)O)CCC4=C3C=CC(=C4)OC(=O)N(CCCl)CCCl.[Na+]. Cell line: SW-620. Synergy scores: CSS=-2.67, Synergy_ZIP=0.0323, Synergy_Bliss=-2.00, Synergy_Loewe=-6.20, Synergy_HSA=-4.44. (3) Drug 1: C1=C(C(=O)NC(=O)N1)F. Drug 2: CN(C(=O)NC(C=O)C(C(C(CO)O)O)O)N=O. Cell line: OVCAR-8. Synergy scores: CSS=43.1, Synergy_ZIP=1.38, Synergy_Bliss=-0.359, Synergy_Loewe=-11.4, Synergy_HSA=0.211. (4) Drug 1: COC1=C(C=C2C(=C1)N=CN=C2NC3=CC(=C(C=C3)F)Cl)OCCCN4CCOCC4. Drug 2: CC1=C(C=C(C=C1)NC(=O)C2=CC=C(C=C2)CN3CCN(CC3)C)NC4=NC=CC(=N4)C5=CN=CC=C5. Cell line: NCI-H322M. Synergy scores: CSS=42.8, Synergy_ZIP=-0.0550, Synergy_Bliss=0.0427, Synergy_Loewe=-9.76, Synergy_HSA=1.33. (5) Drug 1: C1CCN(CC1)CCOC2=CC=C(C=C2)C(=O)C3=C(SC4=C3C=CC(=C4)O)C5=CC=C(C=C5)O. Drug 2: C1=NC2=C(N1)C(=S)N=C(N2)N. Cell line: OVCAR3. Synergy scores: CSS=58.7, Synergy_ZIP=-0.760, Synergy_Bliss=-1.01, Synergy_Loewe=-5.16, Synergy_HSA=-1.77.